Dataset: NCI-60 drug combinations with 297,098 pairs across 59 cell lines. Task: Regression. Given two drug SMILES strings and cell line genomic features, predict the synergy score measuring deviation from expected non-interaction effect. (1) Drug 1: CC1C(C(CC(O1)OC2CC(CC3=C2C(=C4C(=C3O)C(=O)C5=C(C4=O)C(=CC=C5)OC)O)(C(=O)C)O)N)O.Cl. Drug 2: CCC(=C(C1=CC=CC=C1)C2=CC=C(C=C2)OCCN(C)C)C3=CC=CC=C3.C(C(=O)O)C(CC(=O)O)(C(=O)O)O. Cell line: NCI-H226. Synergy scores: CSS=16.8, Synergy_ZIP=-1.46, Synergy_Bliss=3.05, Synergy_Loewe=-14.4, Synergy_HSA=0.589. (2) Drug 1: CC(C1=C(C=CC(=C1Cl)F)Cl)OC2=C(N=CC(=C2)C3=CN(N=C3)C4CCNCC4)N. Drug 2: CN(C)N=NC1=C(NC=N1)C(=O)N. Cell line: UO-31. Synergy scores: CSS=10.2, Synergy_ZIP=-6.27, Synergy_Bliss=-6.35, Synergy_Loewe=-4.77, Synergy_HSA=-4.42. (3) Synergy scores: CSS=-0.990, Synergy_ZIP=2.67, Synergy_Bliss=3.75, Synergy_Loewe=-0.337, Synergy_HSA=0.193. Cell line: HOP-62. Drug 1: CN(C)N=NC1=C(NC=N1)C(=O)N. Drug 2: C(=O)(N)NO. (4) Drug 1: C1=CC(=CC=C1CCCC(=O)O)N(CCCl)CCCl. Drug 2: C1CCC(C(C1)N)N.C(=O)(C(=O)[O-])[O-].[Pt+4]. Cell line: CCRF-CEM. Synergy scores: CSS=56.2, Synergy_ZIP=-7.23, Synergy_Bliss=-8.20, Synergy_Loewe=-7.94, Synergy_HSA=-4.02. (5) Drug 1: C1C(C(OC1N2C=NC3=C(N=C(N=C32)Cl)N)CO)O. Drug 2: CC(C)(C#N)C1=CC(=CC(=C1)CN2C=NC=N2)C(C)(C)C#N. Cell line: COLO 205. Synergy scores: CSS=34.2, Synergy_ZIP=-0.985, Synergy_Bliss=-3.85, Synergy_Loewe=-10.6, Synergy_HSA=-5.05.